Dataset: Forward reaction prediction with 1.9M reactions from USPTO patents (1976-2016). Task: Predict the product of the given reaction. (1) Given the reactants [CH3:1][C:2]1[CH:7]=[CH:6][N:5]=[CH:4][C:3]=1[C:8](=O)[CH2:9][O:10][C:11](=O)[C:12]1[CH:17]=[CH:16][C:15]([Cl:18])=[CH:14][CH:13]=1.C([NH2:24])(=O)C.B(F)(F)F.C([O-])(O)=O.[Na+], predict the reaction product. The product is: [Cl:18][C:15]1[CH:16]=[CH:17][C:12]([C:11]2[O:10][CH:9]=[C:8]([C:3]3[CH:4]=[N:5][CH:6]=[CH:7][C:2]=3[CH3:1])[N:24]=2)=[CH:13][CH:14]=1. (2) Given the reactants [CH3:1][C:2]1[N:3]=[C:4]([C:7]2[C:8]3[CH2:15][CH2:14][CH2:13][C:9]=3[S:10][C:11]=2[NH2:12])[S:5][CH:6]=1.[C@@H:16]12[C:25](=[O:26])[O:24][C:22](=[O:23])[C@H:17]1[CH2:18][CH2:19][CH2:20][CH2:21]2, predict the reaction product. The product is: [CH3:1][C:2]1[N:3]=[C:4]([C:7]2[C:8]3[CH2:15][CH2:14][CH2:13][C:9]=3[S:10][C:11]=2[NH:12][C:25]([CH:16]2[CH2:21][CH2:20][CH2:19][CH2:18][CH:17]2[C:22]([OH:24])=[O:23])=[O:26])[S:5][CH:6]=1. (3) Given the reactants [C:1]([O:5][C:6]([N:8]1[CH2:14][CH2:13][CH2:12][N:11]([C:15]([C:17]2[CH:18]=[C:19]3[C:23](=[CH:24][CH:25]=2)[N:22]([CH:26]([CH3:28])[CH3:27])[C:21]([C:29]([OH:31])=O)=[CH:20]3)=[O:16])[CH2:10][CH2:9]1)=[O:7])([CH3:4])([CH3:3])[CH3:2].Cl.[CH3:33][S:34]([N:37]1[CH2:42][CH2:41][NH:40][CH2:39][CH2:38]1)(=[O:36])=[O:35], predict the reaction product. The product is: [C:1]([O:5][C:6]([N:8]1[CH2:14][CH2:13][CH2:12][N:11]([C:15]([C:17]2[CH:18]=[C:19]3[C:23](=[CH:24][CH:25]=2)[N:22]([CH:26]([CH3:28])[CH3:27])[C:21]([C:29]([N:40]2[CH2:41][CH2:42][N:37]([S:34]([CH3:33])(=[O:36])=[O:35])[CH2:38][CH2:39]2)=[O:31])=[CH:20]3)=[O:16])[CH2:10][CH2:9]1)=[O:7])([CH3:4])([CH3:3])[CH3:2]. (4) Given the reactants Cl.[CH3:2][O:3][CH2:4][C:5]1[N:9]=[C:8]([CH2:10][N:11]2[C:16]3[CH:17]=[C:18]([C:20]4[CH:25]=[CH:24][CH:23]=[CH:22][CH:21]=4)[S:19][C:15]=3[C:14](=[O:26])[N:13]([CH:27]3[CH2:32][CH2:31][NH:30][CH2:29][CH2:28]3)[C:12]2=[O:33])[O:7][N:6]=1.[CH2:34]([O:36][C:37]1[C:46]([O:47][CH3:48])=[CH:45][C:44]2[C:43]([C:49]3[CH:57]=[CH:56][C:52]([C:53](O)=[O:54])=[CH:51][CH:50]=3)=[N:42][C@@H:41]3[CH2:58][CH2:59][S:60][CH2:61][C@@H:40]3[C:39]=2[CH:38]=1)[CH3:35].CN(C(ON1N=NC2C=CC=CC1=2)=[N+](C)C)C.F[P-](F)(F)(F)(F)F.CCN(C(C)C)C(C)C, predict the reaction product. The product is: [CH2:34]([O:36][C:37]1[C:46]([O:47][CH3:48])=[CH:45][C:44]2[C:43]([C:49]3[CH:50]=[CH:51][C:52]([C:53]([N:30]4[CH2:31][CH2:32][CH:27]([N:13]5[C:14](=[O:26])[C:15]6[S:19][C:18]([C:20]7[CH:25]=[CH:24][CH:23]=[CH:22][CH:21]=7)=[CH:17][C:16]=6[N:11]([CH2:10][C:8]6[O:7][N:6]=[C:5]([CH2:4][O:3][CH3:2])[N:9]=6)[C:12]5=[O:33])[CH2:28][CH2:29]4)=[O:54])=[CH:56][CH:57]=3)=[N:42][C@@H:41]3[CH2:58][CH2:59][S:60][CH2:61][C@@H:40]3[C:39]=2[CH:38]=1)[CH3:35].